From a dataset of NCI-60 drug combinations with 297,098 pairs across 59 cell lines. Regression. Given two drug SMILES strings and cell line genomic features, predict the synergy score measuring deviation from expected non-interaction effect. (1) Drug 1: CCC1(CC2CC(C3=C(CCN(C2)C1)C4=CC=CC=C4N3)(C5=C(C=C6C(=C5)C78CCN9C7C(C=CC9)(C(C(C8N6C=O)(C(=O)OC)O)OC(=O)C)CC)OC)C(=O)OC)O.OS(=O)(=O)O. Drug 2: C1CN(CCN1C(=O)CCBr)C(=O)CCBr. Cell line: OVCAR3. Synergy scores: CSS=1.88, Synergy_ZIP=-0.966, Synergy_Bliss=2.73, Synergy_Loewe=-8.24, Synergy_HSA=-3.14. (2) Drug 1: CS(=O)(=O)C1=CC(=C(C=C1)C(=O)NC2=CC(=C(C=C2)Cl)C3=CC=CC=N3)Cl. Drug 2: CC(C1=C(C=CC(=C1Cl)F)Cl)OC2=C(N=CC(=C2)C3=CN(N=C3)C4CCNCC4)N. Cell line: NCI-H226. Synergy scores: CSS=7.38, Synergy_ZIP=-3.25, Synergy_Bliss=0.325, Synergy_Loewe=-0.414, Synergy_HSA=-0.0274.